This data is from Forward reaction prediction with 1.9M reactions from USPTO patents (1976-2016). The task is: Predict the product of the given reaction. (1) The product is: [C:1]([NH:4][CH2:5][C@@H:6]1[O:10][C:9](=[O:11])[N:8]([C:12]2[CH:17]=[CH:16][C:15]([C:18]([NH:43][C:42]3[CH:41]=[CH:40][C:39]([N:36]4[CH2:37][CH2:38][O:33][CH2:34][CH2:35]4)=[CH:45][CH:44]=3)=[O:20])=[C:14]([F:32])[CH:13]=2)[CH2:7]1)(=[O:3])[CH3:2]. Given the reactants [C:1]([NH:4][CH2:5][C@@H:6]1[O:10][C:9](=[O:11])[N:8]([C:12]2[CH:17]=[CH:16][C:15]([C:18]([O:20]C3C(F)=C(F)C(F)=C(F)C=3F)=O)=[C:14]([F:32])[CH:13]=2)[CH2:7]1)(=[O:3])[CH3:2].[O:33]1[CH2:38][CH2:37][N:36]([C:39]2[CH:45]=[CH:44][C:42]([NH2:43])=[CH:41][CH:40]=2)[CH2:35][CH2:34]1, predict the reaction product. (2) Given the reactants [OH:1][CH2:2][CH2:3][N:4]1[CH:8]=[C:7]([C:9]2[CH:10]=[C:11]3[C:15](=[CH:16][CH:17]=2)[NH:14][N:13]=[C:12]3[C:18]([O:20][CH3:21])=[O:19])[CH:6]=[N:5]1.[Br:22][C:23]1[CH:24]=[C:25](B(O)O)[CH:26]=[CH:27][CH:28]=1, predict the reaction product. The product is: [Br:22][C:23]1[CH:28]=[C:27]([N:14]2[C:15]3[C:11](=[CH:10][C:9]([C:7]4[CH:6]=[N:5][N:4]([CH2:3][CH2:2][OH:1])[CH:8]=4)=[CH:17][CH:16]=3)[C:12]([C:18]([O:20][CH3:21])=[O:19])=[N:13]2)[CH:26]=[CH:25][CH:24]=1. (3) The product is: [Cl:1][C:2]1[C:7]([C:8]2[CH:9]=[CH:10][CH:11]=[CH:12][CH:13]=2)=[N:6][N:5]=[C:4]2[N:14]([CH:23]=[CH2:24])[N:15]=[C:16]([C:17]3[CH:18]=[CH:19][CH:20]=[CH:21][CH:22]=3)[C:3]=12. Given the reactants [Cl:1][C:2]1[C:7]([C:8]2[CH:13]=[CH:12][CH:11]=[CH:10][CH:9]=2)=[N:6][N:5]=[C:4]2[N:14]([CH2:23][CH2:24]I)[N:15]=[C:16]([C:17]3[CH:22]=[CH:21][CH:20]=[CH:19][CH:18]=3)[C:3]=12.CNCCN(C)C, predict the reaction product.